Regression. Given two drug SMILES strings and cell line genomic features, predict the synergy score measuring deviation from expected non-interaction effect. From a dataset of NCI-60 drug combinations with 297,098 pairs across 59 cell lines. (1) Drug 1: C1=CC(=CC=C1CCCC(=O)O)N(CCCl)CCCl. Drug 2: C(CCl)NC(=O)N(CCCl)N=O. Cell line: HL-60(TB). Synergy scores: CSS=64.2, Synergy_ZIP=2.82, Synergy_Bliss=3.59, Synergy_Loewe=-5.21, Synergy_HSA=2.48. (2) Drug 1: C1=CN(C=N1)CC(O)(P(=O)(O)O)P(=O)(O)O. Drug 2: C(CCl)NC(=O)N(CCCl)N=O. Cell line: M14. Synergy scores: CSS=7.94, Synergy_ZIP=-2.16, Synergy_Bliss=1.81, Synergy_Loewe=3.86, Synergy_HSA=2.08. (3) Drug 1: C1CCN(CC1)CCOC2=CC=C(C=C2)C(=O)C3=C(SC4=C3C=CC(=C4)O)C5=CC=C(C=C5)O. Drug 2: CCC1=CC2CC(C3=C(CN(C2)C1)C4=CC=CC=C4N3)(C5=C(C=C6C(=C5)C78CCN9C7C(C=CC9)(C(C(C8N6C)(C(=O)OC)O)OC(=O)C)CC)OC)C(=O)OC.C(C(C(=O)O)O)(C(=O)O)O. Cell line: OVCAR-4. Synergy scores: CSS=26.3, Synergy_ZIP=-5.92, Synergy_Bliss=0.681, Synergy_Loewe=-16.3, Synergy_HSA=-0.382.